From a dataset of Forward reaction prediction with 1.9M reactions from USPTO patents (1976-2016). Predict the product of the given reaction. Given the reactants FC(F)(F)S([O-])(=O)=O.[Cl:9][C:10]1[C:30]([Cl:31])=[CH:29][C:13]2[N+:14]([CH2:19][CH2:20][CH2:21][CH2:22][CH2:23][C:24]([O:26]CC)=[O:25])=[C:15]([CH3:18])[N:16]([CH3:17])[C:12]=2[CH:11]=1.[BrH:32], predict the reaction product. The product is: [Br-:32].[C:24]([CH2:23][CH2:22][CH2:21][CH2:20][CH2:19][N+:14]1[C:13]2[CH:29]=[C:30]([Cl:31])[C:10]([Cl:9])=[CH:11][C:12]=2[N:16]([CH3:17])[C:15]=1[CH3:18])([OH:26])=[O:25].